Dataset: Forward reaction prediction with 1.9M reactions from USPTO patents (1976-2016). Task: Predict the product of the given reaction. (1) Given the reactants [C:1]1(B(O)O)[CH:6]=[CH:5][CH:4]=[CH:3][CH:2]=1.[F-].[K+].Br[C:13]1[CH:14]=[CH:15][C:16]([N:19]2[CH2:24][CH2:23][C:22]([NH:26][C:27]([O:29][C:30]([CH3:33])([CH3:32])[CH3:31])=[O:28])([CH3:25])[CH2:21][CH2:20]2)=[N:17][CH:18]=1, predict the reaction product. The product is: [C:30]([O:29][C:27]([NH:26][C:22]1([CH3:25])[CH2:21][CH2:20][N:19]([C:16]2[CH:15]=[CH:14][C:13]([C:1]3[CH:6]=[CH:5][CH:4]=[CH:3][CH:2]=3)=[CH:18][N:17]=2)[CH2:24][CH2:23]1)=[O:28])([CH3:33])([CH3:31])[CH3:32]. (2) Given the reactants Cl.[NH2:2][CH2:3][CH2:4][C:5]1[CH:12]=[CH:11][C:9]([OH:10])=[C:7]([OH:8])[CH:6]=1.C(=O)([O-])[O-].[Na+].[Na+].[C:19](O[C:19]([O:21][C:22]([CH3:25])([CH3:24])[CH3:23])=[O:20])([O:21][C:22]([CH3:25])([CH3:24])[CH3:23])=[O:20], predict the reaction product. The product is: [OH:8][C:7]1[CH:6]=[C:5]([CH:12]=[CH:11][C:9]=1[OH:10])[CH2:4][CH2:3][NH:2][C:19](=[O:20])[O:21][C:22]([CH3:25])([CH3:24])[CH3:23]. (3) The product is: [CH3:59][C:58]1[O:57][C:56](=[O:60])[O:55][C:54]=1[CH2:53][O:12][C:11](=[O:13])[C@@:10]([CH2:15][OH:16])([CH3:14])[CH2:9][C@H:8]([NH:17][C:18]([C:20]1[NH:21][N:22]=[N:23][CH:24]=1)=[O:19])[CH2:7][C:4]1[CH:5]=[CH:6][C:1]([C:25]2[CH:30]=[CH:29][CH:28]=[CH:27][CH:26]=2)=[CH:2][CH:3]=1. Given the reactants [C:1]1([C:25]2[CH:30]=[CH:29][CH:28]=[CH:27][CH:26]=2)[CH:6]=[CH:5][C:4]([CH2:7][C@@H:8]([NH:17][C:18]([C:20]2[NH:21][N:22]=[N:23][CH:24]=2)=[O:19])[CH2:9][C@:10]([CH2:15][OH:16])([CH3:14])[C:11]([OH:13])=[O:12])=[CH:3][CH:2]=1.CCN=C=NCCCN(C)C.C1C=CC2N(O)N=NC=2C=1.O[CH2:53][C:54]1[O:55][C:56](=[O:60])[O:57][C:58]=1[CH3:59].CN1CCOCC1, predict the reaction product. (4) Given the reactants [NH2:1][C:2]1[CH:7]=[CH:6][C:5]([C:8]([F:11])([F:10])[F:9])=[CH:4][N:3]=1.[CH2:12]([S:14][C:15]1[CH:23]=[C:22]([C:24]([F:27])([F:26])[F:25])[CH:21]=[CH:20][C:16]=1[C:17](O)=[O:18])[CH3:13].CCN=C=NCCCN(C)C.Cl.C1C=CC2N(O)N=NC=2C=1.C(=O)(O)[O-].[Na+], predict the reaction product. The product is: [CH2:12]([S:14][C:15]1[CH:23]=[C:22]([C:24]([F:26])([F:25])[F:27])[CH:21]=[CH:20][C:16]=1[C:17]([NH:1][C:2]1[CH:7]=[CH:6][C:5]([C:8]([F:9])([F:11])[F:10])=[CH:4][N:3]=1)=[O:18])[CH3:13]. (5) Given the reactants C(OC(=O)[NH:7][C:8]1[CH:13]=[C:12]([N:14]([CH2:16][CH:17]([CH3:19])[CH3:18])[CH3:15])[C:11]([Cl:20])=[CH:10][C:9]=1[NH:21][C:22](=[O:37])[CH2:23][C:24](=O)[C:25]1[CH:30]=[CH:29][CH:28]=[C:27]([N:31]2[CH:35]=[CH:34][N:33]=[N:32]2)[CH:26]=1)(C)(C)C.C(O)(C(F)(F)F)=O, predict the reaction product. The product is: [Cl:20][C:11]1[C:12]([N:14]([CH2:16][CH:17]([CH3:19])[CH3:18])[CH3:15])=[CH:13][C:8]2[N:7]=[C:24]([C:25]3[CH:30]=[CH:29][CH:28]=[C:27]([N:31]4[CH:35]=[CH:34][N:33]=[N:32]4)[CH:26]=3)[CH2:23][C:22](=[O:37])[NH:21][C:9]=2[CH:10]=1. (6) Given the reactants [CH2:1]([NH:3][C:4]1[C:5]([CH:13]2[CH2:22][CH2:21][C:20]3[CH:19]=[C:18]([O:23]C(=O)C(C)(C)C)[CH:17]=[CH:16][C:15]=3[CH2:14]2)=[CH:6][C:7]2[O:11][CH2:10][O:9][C:8]=2[CH:12]=1)[CH3:2].Cl.[N:31]1([CH2:38][CH2:39][O:40][C:41]2[CH:49]=[CH:48][C:44]([C:45](O)=O)=[CH:43][CH:42]=2)[CH2:37][CH2:36][CH2:35][CH2:34][CH2:33][CH2:32]1, predict the reaction product. The product is: [N:31]1([CH2:38][CH2:39][O:40][C:41]2[CH:49]=[CH:48][C:44]([CH2:45][CH2:2][CH2:1][NH:3][C:4]3[C:5]([CH:13]4[CH2:14][CH2:15][C:16]5[CH:17]=[C:18]([OH:23])[CH:19]=[CH:20][C:21]=5[CH2:22]4)=[CH:6][C:7]4[O:11][CH2:10][O:9][C:8]=4[CH:12]=3)=[CH:43][CH:42]=2)[CH2:37][CH2:36][CH2:35][CH2:34][CH2:33][CH2:32]1. (7) Given the reactants [NH2:1][C:2]1[N:7]=[C:6]([NH:8][CH2:9][CH2:10][CH2:11][N:12]2[CH2:16][CH2:15][CH2:14][C:13]2=[O:17])[CH:5]=[C:4](Cl)[N:3]=1.[CH3:19][C:20]1[C:28](B(O)O)=[CH:27][CH:26]=[C:25]2[C:21]=1[CH:22]=[N:23][NH:24]2.C(=O)([O-])[O-].[K+].[K+], predict the reaction product. The product is: [NH2:1][C:2]1[N:7]=[C:6]([NH:8][CH2:9][CH2:10][CH2:11][N:12]2[CH2:16][CH2:15][CH2:14][C:13]2=[O:17])[CH:5]=[C:4]([C:28]2[C:20]([CH3:19])=[C:21]3[C:25](=[CH:26][CH:27]=2)[NH:24][N:23]=[CH:22]3)[N:3]=1. (8) Given the reactants [C:1](Cl)(=[O:4])[CH:2]=[CH2:3].[CH2:6]([C:8]([CH3:20])([C:10]12[CH2:19][CH:14]3[CH2:15][CH:16]([CH2:18][CH:12]([CH2:13]3)[CH2:11]1)[CH2:17]2)[OH:9])[CH3:7].C(N(CC)CC)C.O1CCCC1, predict the reaction product. The product is: [C:1]([O:9][C:8]([C:10]12[CH2:19][CH:14]3[CH2:15][CH:16]([CH2:18][CH:12]([CH2:13]3)[CH2:11]1)[CH2:17]2)([CH3:20])[CH2:6][CH3:7])(=[O:4])[CH:2]=[CH2:3]. (9) Given the reactants [F:1][C:2]1[CH:3]=[C:4]([C:9]2([OH:14])[CH2:13][CH2:12][NH:11][CH2:10]2)[CH:5]=[CH:6][C:7]=1[F:8].C(=O)([O-])[O-].[Na+].[Na+].I[CH2:22][CH3:23], predict the reaction product. The product is: [F:1][C:2]1[CH:3]=[C:4]([C:9]2([OH:14])[CH2:13][CH2:12][N:11]([CH2:22][CH3:23])[CH2:10]2)[CH:5]=[CH:6][C:7]=1[F:8].